From a dataset of Forward reaction prediction with 1.9M reactions from USPTO patents (1976-2016). Predict the product of the given reaction. (1) Given the reactants Cl[C:2]1[N:10]=[C:9]2[C:5]([N:6]=[CH:7][N:8]2[CH:11]([CH3:13])[CH3:12])=[C:4]([NH:14][CH2:15][C:16]2[CH:21]=[CH:20][C:19]([O:22][CH3:23])=[CH:18][CH:17]=2)[N:3]=1.[CH3:24][O:25][C:26]1[CH:31]=[C:30]([O:32][CH3:33])[CH:29]=[CH:28][C:27]=1B(O)O.C([O-])([O-])=O.[Cs+].[Cs+], predict the reaction product. The product is: [CH3:24][O:25][C:26]1[CH:31]=[C:30]([O:32][CH3:33])[CH:29]=[CH:28][C:27]=1[C:2]1[N:10]=[C:9]2[C:5]([N:6]=[CH:7][N:8]2[CH:11]([CH3:13])[CH3:12])=[C:4]([NH:14][CH2:15][C:16]2[CH:21]=[CH:20][C:19]([O:22][CH3:23])=[CH:18][CH:17]=2)[N:3]=1. (2) Given the reactants [NH2:1][C:2]1[CH:7]=[CH:6][C:5]([CH2:8][CH2:9][CH2:10][C:11]([O:13]C)=O)=[CH:4][CH:3]=1.[Cl-].[NH4+:16].N, predict the reaction product. The product is: [NH2:1][C:2]1[CH:7]=[CH:6][C:5]([CH2:8][CH2:9][CH2:10][C:11]([NH2:16])=[O:13])=[CH:4][CH:3]=1. (3) Given the reactants Br[C:2]1[N:7]=[C:6]([NH:8][C:9]([C:11]2[CH:33]=[CH:32][C:14]([O:15][C:16]3[CH:25]=[C:24]4[C:19]([CH:20]([C:26]([O:28][CH2:29][CH3:30])=[O:27])[CH2:21][CH2:22][O:23]4)=[CH:18][C:17]=3[Cl:31])=[CH:13][CH:12]=2)=[O:10])[CH:5]=[CH:4][CH:3]=1.[Cl:34][C:35]1[CH:40]=[CH:39][C:38](B(O)O)=[CH:37][CH:36]=1.C([O-])([O-])=O.[Na+].[Na+], predict the reaction product. The product is: [Cl:31][C:17]1[CH:18]=[C:19]2[C:24](=[CH:25][C:16]=1[O:15][C:14]1[CH:32]=[CH:33][C:11]([C:9](=[O:10])[NH:8][C:6]3[CH:5]=[CH:4][CH:3]=[C:2]([C:38]4[CH:39]=[CH:40][C:35]([Cl:34])=[CH:36][CH:37]=4)[N:7]=3)=[CH:12][CH:13]=1)[O:23][CH2:22][CH2:21][CH:20]2[C:26]([O:28][CH2:29][CH3:30])=[O:27]. (4) Given the reactants [F:1][C:2]([F:29])([F:28])[CH:3]([C:19]1[CH:24]=[C:23]([Cl:25])[C:22]([Cl:26])=[C:21]([Cl:27])[CH:20]=1)/[CH:4]=[CH:5]/[C:6]1[CH:14]=[CH:13][C:9]([C:10](Cl)=[O:11])=[C:8]([C:15]([F:18])([F:17])[F:16])[CH:7]=1.[F:30][C:31]([F:39])([F:38])[CH2:32][CH2:33][C:34]([NH:36][NH2:37])=[O:35].CN1CCOCC1, predict the reaction product. The product is: [F:1][C:2]([F:29])([F:28])[CH:3]([C:19]1[CH:20]=[C:21]([Cl:27])[C:22]([Cl:26])=[C:23]([Cl:25])[CH:24]=1)/[CH:4]=[CH:5]/[C:6]1[CH:14]=[CH:13][C:9]([C:10]([NH:37][NH:36][C:34](=[O:35])[CH2:33][CH2:32][C:31]([F:39])([F:38])[F:30])=[O:11])=[C:8]([C:15]([F:16])([F:18])[F:17])[CH:7]=1. (5) Given the reactants Cl[C:2]1[C:3]([F:22])=[CH:4][N:5]2[C:10]([C:11]=1[CH3:12])=[C:9]([CH:13]1[CH2:15][CH2:14]1)[CH:8]=[C:7]([C:16]([O:18][CH2:19][CH3:20])=[O:17])[C:6]2=[O:21].CC1(C)C(C)(C)OB([C:31]2[CH:32]=[CH:33][C:34]([NH2:37])=[N:35][CH:36]=2)O1, predict the reaction product. The product is: [NH2:37][C:34]1[N:35]=[CH:36][C:31]([C:2]2[C:3]([F:22])=[CH:4][N:5]3[C:10]([C:11]=2[CH3:12])=[C:9]([CH:13]2[CH2:15][CH2:14]2)[CH:8]=[C:7]([C:16]([O:18][CH2:19][CH3:20])=[O:17])[C:6]3=[O:21])=[CH:32][CH:33]=1.[NH2:37][C:34]1[N:35]=[CH:36][C:31]([C:2]2[C:3]([F:22])=[CH:4][N:5]3[C:10]([C:11]=2[CH3:12])=[C:9]([CH:13]2[CH2:15][CH2:14]2)[CH:8]=[C:7]([C:16]([O:18][CH3:19])=[O:17])[C:6]3=[O:21])=[CH:32][CH:33]=1.